From a dataset of Experimentally validated miRNA-target interactions with 360,000+ pairs, plus equal number of negative samples. Binary Classification. Given a miRNA mature sequence and a target amino acid sequence, predict their likelihood of interaction. The miRNA is hsa-miR-649 with sequence AAACCUGUGUUGUUCAAGAGUC. The protein sequence of the target gene is MARMNRPAPVEVSYRHMRFLITHNPSNATLSTFIEDLKKYGATTVVRVCEVTYDKTPLEKDGITVVDWPFDDGAPPPGKVVEDWLSLLKAKFYNDPGSCVAVHCVAGLGRAPVLVALALIESGMKYEDAIQFIRQKRRGAINSKQLTYLEKYRPKQRLRFKDPHTHKTRCCVM. Result: 0 (no interaction).